Task: Predict which catalyst facilitates the given reaction.. Dataset: Catalyst prediction with 721,799 reactions and 888 catalyst types from USPTO (1) Reactant: [OH:1][C@@H:2]([C@@H:17]([NH:25][C:26](=[O:44])[C:27]1[CH:32]=[CH:31][CH:30]=[C:29]([C:33](=[O:43])[N:34]([CH3:42])[CH2:35][C:36]2[S:37][CH:38]=[C:39]([CH3:41])[N:40]=2)[CH:28]=1)[CH2:18]C1C=CC=CC=1)[CH2:3][NH:4][CH2:5][C:6]1[CH:7]=[C:8]([CH:12]=[C:13]([O:15][CH3:16])[CH:14]=1)[C:9]([OH:11])=O.[CH3:45][NH2:46].Cl.C(Cl)CCl.[CH:52]1[CH:53]=[CH:54][C:55]2N(O)N=N[C:56]=2[CH:57]=1. Product: [OH:1][C@H:2]([CH2:3][NH:4][CH2:5][C:6]1[CH:7]=[C:8]([C:9](=[O:11])[NH:46][CH3:45])[CH:12]=[C:13]([O:15][CH3:16])[CH:14]=1)[C@@H:17]([NH:25][C:26](=[O:44])[C:27]1[CH:32]=[CH:31][CH:30]=[C:29]([C:33]([N:34]([CH3:42])[CH2:35][C:36]2[S:37][CH:38]=[C:39]([CH3:41])[N:40]=2)=[O:43])[CH:28]=1)[CH2:18][C:56]1[CH:55]=[CH:54][CH:53]=[CH:52][CH:57]=1. The catalyst class is: 347. (2) Reactant: C([SiH](CC)CC)C.[CH2:8]([O:15][CH2:16][N:17]1[C:21]2[CH:22]=[N:23][NH:24][C:25](=[O:26])[C:20]=2[C:19]([C:27](O)([CH3:29])[CH3:28])=[CH:18]1)[C:9]1[CH:14]=[CH:13][CH:12]=[CH:11][CH:10]=1.C(=O)([O-])O.[Na+]. Product: [CH2:8]([O:15][CH2:16][N:17]1[C:21]2[CH:22]=[N:23][NH:24][C:25](=[O:26])[C:20]=2[C:19]([CH:27]([CH3:29])[CH3:28])=[CH:18]1)[C:9]1[CH:14]=[CH:13][CH:12]=[CH:11][CH:10]=1. The catalyst class is: 4.